This data is from Serine/threonine kinase 33 screen with 319,792 compounds. The task is: Binary Classification. Given a drug SMILES string, predict its activity (active/inactive) in a high-throughput screening assay against a specified biological target. The drug is s1c(nnc1NC(=O)Nc1c(F)cccc1)C(c1ccccc1)C. The result is 0 (inactive).